Task: Predict the reaction yield, written as a fraction of the theoretical maximum amount of product (1.0 means a 100% yield; for example, 0.34 means a 34% yield).. Dataset: Reaction yield outcomes from USPTO patents with 853,638 reactions (1) The reactants are [BH4-].[Na+].ClC[C:5]([NH2:7])=O.[CH3:8][NH:9][C:10](=O)[CH2:11][C:12]1[CH:17]=[CH:16][CH:15]=[CH:14][CH:13]=1.Cl.[OH-].[Na+].[CH3:22]OCCOC. No catalyst specified. The product is [C:12]1([CH:11]2[NH:7][CH2:5][CH2:8][N:9]([CH3:22])[CH2:10]2)[CH:17]=[CH:16][CH:15]=[CH:14][CH:13]=1. The yield is 0.962. (2) The reactants are [CH:1]([O:4][C:5]1[CH:10]=[CH:9][CH:8]=[CH:7][C:6]=1[NH:11][CH2:12][CH2:13][NH:14][CH2:15][C:16]1[CH:17]=[C:18]([C:22]([N:24]2[CH2:29][CH2:28][CH2:27][CH2:26][CH2:25]2)=[O:23])[CH:19]=[CH:20][CH:21]=1)([CH3:3])[CH3:2].[C:30]([O-])([O-])=O.[K+].[K+].IC. The catalyst is CN(C=O)C. The product is [CH:1]([O:4][C:5]1[CH:10]=[CH:9][CH:8]=[CH:7][C:6]=1[NH:11][CH2:12][CH2:13][N:14]([CH2:15][C:16]1[CH:17]=[C:18]([C:22]([N:24]2[CH2:25][CH2:26][CH2:27][CH2:28][CH2:29]2)=[O:23])[CH:19]=[CH:20][CH:21]=1)[CH3:30])([CH3:3])[CH3:2]. The yield is 0.470. (3) The reactants are [C:1]([O:5][C:6]([N:8]1[CH:13]2[CH2:14][CH2:15][CH:9]1[CH2:10][C:11](=O)[CH2:12]2)=[O:7])([CH3:4])([CH3:3])[CH3:2].COCCOC.CC1C=CC(S([CH2:33][N+:34]#[C-])(=O)=O)=CC=1.CC(C)([O-])C.[K+]. The catalyst is CCO. The product is [C:1]([O:5][C:6]([N:8]1[CH:13]2[CH2:14][CH2:15][CH:9]1[CH2:10][CH:11]([C:33]#[N:34])[CH2:12]2)=[O:7])([CH3:4])([CH3:3])[CH3:2]. The yield is 0.690. (4) The reactants are [Cl:1][C:2]1[CH:8]=[CH:7][C:5]([OH:6])=[CH:4][C:3]=1[OH:9].[Cl-].[Al+3].[Cl-].[Cl-].Cl[CH2:15][C:16](Cl)=[O:17].[OH-].[Na+]. The catalyst is [N+](C1C=CC=CC=1)([O-])=O. The product is [Cl:1][C:2]1[C:3]([OH:9])=[CH:4][C:5]2[O:6][CH2:15][C:16](=[O:17])[C:7]=2[CH:8]=1. The yield is 0.170.